Dataset: Catalyst prediction with 721,799 reactions and 888 catalyst types from USPTO. Task: Predict which catalyst facilitates the given reaction. The catalyst class is: 1. Reactant: [F:1][C:2]1[CH:8]=[C:7]([S:9][CH3:10])[CH:6]=[CH:5][C:3]=1[NH2:4].C[Si]([N-][Si](C)(C)C)(C)C.[Li+].Cl[C:22]1[N:23]([CH3:34])[C:24](=[O:33])[C:25]([F:32])=[CH:26][C:27]=1[C:28]([O:30][CH3:31])=[O:29]. Product: [F:32][C:25]1[C:24](=[O:33])[N:23]([CH3:34])[C:22]([NH:4][C:3]2[CH:5]=[CH:6][C:7]([S:9][CH3:10])=[CH:8][C:2]=2[F:1])=[C:27]([C:28]([O:30][CH3:31])=[O:29])[CH:26]=1.